This data is from Reaction yield outcomes from USPTO patents with 853,638 reactions. The task is: Predict the reaction yield, written as a fraction of the theoretical maximum amount of product (1.0 means a 100% yield; for example, 0.34 means a 34% yield). (1) The reactants are C[O:2][C:3]([C:5]1[C:18]([NH:19][C:20]2[CH:25]=[CH:24][C:23]([Br:26])=[CH:22][C:21]=2[CH3:27])=[C:17]([F:28])[C:8]2[N:9]=[CH:10][N:11]([CH2:12][CH2:13][CH2:14][CH:15]=[CH2:16])[C:7]=2[CH:6]=1)=[O:4]. The catalyst is C1COCC1.CO.[OH-].[Na+]. The product is [Br:26][C:23]1[CH:24]=[CH:25][C:20]([NH:19][C:18]2[C:5]([C:3]([OH:4])=[O:2])=[CH:6][C:7]3[N:11]([CH2:12][CH2:13][CH2:14][CH:15]=[CH2:16])[CH:10]=[N:9][C:8]=3[C:17]=2[F:28])=[C:21]([CH3:27])[CH:22]=1. The yield is 1.00. (2) The reactants are [Br:1][C:2]1[CH:3]=[C:4]([CH:8]([N:12]2[CH:16]=[C:15]([C:17]3[C:18]4[CH:25]=[CH:24][N:23]([CH2:26][O:27][CH2:28][CH2:29][Si:30]([CH3:33])([CH3:32])[CH3:31])[C:19]=4[N:20]=[CH:21][N:22]=3)[CH:14]=[N:13]2)[CH2:9][CH:10]=O)[CH:5]=[CH:6][CH:7]=1.CN(C)C(=O)C.C1(P(C2C=CC=CC=2)C2C=CC=CC=2)C=CC=CC=1.Br[C:60](Br)([F:62])[F:61]. The catalyst is C1COCC1.[Zn]. The product is [Br:1][C:2]1[CH:3]=[C:4]([CH:8]([N:12]2[CH:16]=[C:15]([C:17]3[C:18]4[CH:25]=[CH:24][N:23]([CH2:26][O:27][CH2:28][CH2:29][Si:30]([CH3:32])([CH3:31])[CH3:33])[C:19]=4[N:20]=[CH:21][N:22]=3)[CH:14]=[N:13]2)[CH2:9][CH:10]=[C:60]([F:62])[F:61])[CH:5]=[CH:6][CH:7]=1. The yield is 0.400. (3) The reactants are [Cl:1][C:2]1[CH:19]=[CH:18][C:17]([Cl:20])=[CH:16][C:3]=1[CH2:4][N:5]1[CH2:10][CH2:9][NH:8][C:7]2[N:11]=[CH:12][C:13](I)=[CH:14][C:6]1=2.[C:21]([Cu])#[N:22]. No catalyst specified. The product is [Cl:1][C:2]1[CH:19]=[CH:18][C:17]([Cl:20])=[CH:16][C:3]=1[CH2:4][N:5]1[CH2:10][CH2:9][NH:8][C:7]2[N:11]=[CH:12][C:13]([C:21]#[N:22])=[CH:14][C:6]1=2. The yield is 0.460. (4) The reactants are Cl.[C:2]([C:4]1[CH:30]=[CH:29][C:7]([O:8][CH2:9][CH:10]([OH:28])[CH2:11][N:12]2[CH2:19][CH:18]3[CH2:20][CH:14]([CH2:15][N:16](C(OC(C)(C)C)=O)[CH2:17]3)[CH2:13]2)=[CH:6][CH:5]=1)#[N:3]. The catalyst is CCOC(C)=O. The product is [CH:14]12[CH2:20][CH:18]([CH2:17][NH:16][CH2:15]1)[CH2:19][N:12]([CH2:11][CH:10]([OH:28])[CH2:9][O:8][C:7]1[CH:6]=[CH:5][C:4]([C:2]#[N:3])=[CH:30][CH:29]=1)[CH2:13]2. The yield is 0.900. (5) The product is [CH3:60][O:61][C:62](=[O:85])[C@@H:63]([NH:84][C:21](=[O:23])[C:20]1[CH:24]=[CH:25][C:17]([C:16]#[C:15][C:12]2[CH:11]=[CH:10][C:9]([CH2:8][N:5]3[CH2:6][CH2:7][CH:2]([F:1])[CH2:3][CH2:4]3)=[CH:14][CH:13]=2)=[CH:18][CH:19]=1)[C@H:64]([NH:66][C:67]([O:69][CH2:70][CH:71]1[C:72]2[CH:73]=[CH:74][CH:75]=[CH:76][C:77]=2[C:78]2[C:83]1=[CH:82][CH:81]=[CH:80][CH:79]=2)=[O:68])[CH3:65]. The yield is 0.670. The reactants are [F:1][CH:2]1[CH2:7][CH2:6][N:5]([CH2:8][C:9]2[CH:14]=[CH:13][C:12]([C:15]#[C:16][C:17]3[CH:25]=[CH:24][C:20]([C:21]([OH:23])=O)=[CH:19][CH:18]=3)=[CH:11][CH:10]=2)[CH2:4][CH2:3]1.CN(C(ON1N=NC2C=CC=NC1=2)=[N+](C)C)C.F[P-](F)(F)(F)(F)F.CCN(C(C)C)C(C)C.Cl.[CH3:60][O:61][C:62](=[O:85])[C@@H:63]([NH2:84])[C@H:64]([NH:66][C:67]([O:69][CH2:70][CH:71]1[C:83]2[CH:82]=[CH:81][CH:80]=[CH:79][C:78]=2[C:77]2[C:72]1=[CH:73][CH:74]=[CH:75][CH:76]=2)=[O:68])[CH3:65].Cl. The catalyst is CN(C=O)C.CCOC(C)=O. (6) The reactants are [CH:1]1([S:4]([C:7]2[CH:14]=[CH:13][CH:12]=[CH:11][C:8]=2[C:9]#[N:10])(=[O:6])=[O:5])[CH2:3][CH2:2]1.S(C)C.[ClH:18]. The catalyst is C1COCC1. The product is [ClH:18].[CH:1]1([S:4]([C:7]2[CH:14]=[CH:13][CH:12]=[CH:11][C:8]=2[CH2:9][NH2:10])(=[O:6])=[O:5])[CH2:3][CH2:2]1. The yield is 0.790. (7) The reactants are [OH:1][CH2:2][C:3]1[CH2:4][C@@H:5]([OH:21])[C@H:6]2[CH2:15][CH2:14][CH:13]3[C@:8]([CH3:18])([CH2:9][CH2:10][CH2:11][C:12]3([CH3:17])[CH3:16])[C@H:7]2[CH2:19][CH:20]=1.CC1(C)N([O])C(C)(C)CCC1.C([O-])(O)=O.[Na+].C([O-])([O-])=O.[K+].[K+].C1C(=O)N(Cl)C(=O)C1. The catalyst is C(Cl)Cl. The product is [OH:21][C@H:5]1[CH:6]2[CH2:15][CH2:14][CH:13]3[C@@:8]([CH3:18])([CH:7]2[CH2:19][CH:20]=[C:3]([CH:2]=[O:1])[CH2:4]1)[CH2:9][CH2:10][CH2:11][C:12]3([CH3:16])[CH3:17]. The yield is 0.640. (8) The reactants are [CH3:1][N:2]1[CH:6]=[C:5]([C:7]2[CH:8]=[C:9]3[C:14](=[CH:15][CH:16]=2)[N:13]([C:17]2[C:21]4[CH2:22][NH:23][CH2:24][CH2:25][C:20]=4[N:19]([CH:26]4[CH2:31][CH2:30][NH:29][C:28](=[O:32])[CH2:27]4)[N:18]=2)[CH2:12][CH2:11][CH2:10]3)[CH:4]=[N:3]1.C(N(CC)CC)C.[C:40](OC(=O)C)(=[O:42])[CH3:41]. The catalyst is C(Cl)Cl. The product is [C:40]([N:23]1[CH2:24][CH2:25][C:20]2[N:19]([CH:26]3[CH2:31][CH2:30][NH:29][C:28](=[O:32])[CH2:27]3)[N:18]=[C:17]([N:13]3[C:14]4[C:9](=[CH:8][C:7]([C:5]5[CH:4]=[N:3][N:2]([CH3:1])[CH:6]=5)=[CH:16][CH:15]=4)[CH2:10][CH2:11][CH2:12]3)[C:21]=2[CH2:22]1)(=[O:42])[CH3:41]. The yield is 0.0600. (9) The reactants are [N+:1]([C:4]1[CH:9]=[CH:8][C:7]([C:10]2([C:13]([O:15][CH3:16])=[O:14])[CH2:12][CH2:11]2)=[CH:6][CH:5]=1)([O-])=O. The catalyst is CO.[Ni]. The product is [NH2:1][C:4]1[CH:5]=[CH:6][C:7]([C:10]2([C:13]([O:15][CH3:16])=[O:14])[CH2:12][CH2:11]2)=[CH:8][CH:9]=1. The yield is 0.660. (10) The reactants are [C:1]([S:5]([C:8]1[CH:9]=[C:10]2[C:15](=[CH:16][CH:17]=1)[N:14]=[CH:13][CH:12]=[C:11]2Cl)(=[O:7])=[O:6])([CH3:4])([CH3:3])[CH3:2].[NH2:19][C:20]1[C:24]([CH3:25])=[C:23]([C:26]([O:28][CH2:29][CH3:30])=[O:27])[NH:22][N:21]=1. The catalyst is CCO.Cl. The product is [C:1]([S:5]([C:8]1[CH:9]=[C:10]2[C:15](=[CH:16][CH:17]=1)[N:14]=[CH:13][CH:12]=[C:11]2[NH:19][C:20]1[C:24]([CH3:25])=[C:23]([C:26]([O:28][CH2:29][CH3:30])=[O:27])[NH:22][N:21]=1)(=[O:7])=[O:6])([CH3:4])([CH3:3])[CH3:2]. The yield is 0.715.